Predict the reactants needed to synthesize the given product. From a dataset of Full USPTO retrosynthesis dataset with 1.9M reactions from patents (1976-2016). (1) Given the product [Cl:1][C:2]1[C:7]([Cl:8])=[CH:6][CH:5]=[CH:4][C:3]=1[C:9]1[C:17]2[O:16][CH:15]([CH2:18][NH:33][CH3:32])[CH2:14][C:13]=2[CH:12]=[C:11]([O:30][CH3:31])[CH:10]=1, predict the reactants needed to synthesize it. The reactants are: [Cl:1][C:2]1[C:7]([Cl:8])=[CH:6][CH:5]=[CH:4][C:3]=1[C:9]1[C:17]2[O:16][CH:15]([CH2:18]OS(C3C=CC(C)=CC=3)(=O)=O)[CH2:14][C:13]=2[CH:12]=[C:11]([O:30][CH3:31])[CH:10]=1.[CH3:32][NH2:33]. (2) Given the product [CH2:14]([O:21][C:22]([N:24]1[CH2:28][CH2:27][CH2:26][C@H:25]1[C:29]([C:3]1[C:4]2[C:9](=[CH:8][CH:7]=[CH:6][CH:5]=2)[NH:1][CH:2]=1)=[O:30])=[O:23])[C:15]1[CH:20]=[CH:19][CH:18]=[CH:17][CH:16]=1, predict the reactants needed to synthesize it. The reactants are: [NH:1]1[C:9]2[C:4](=[CH:5][CH:6]=[CH:7][CH:8]=2)[CH:3]=[CH:2]1.C([Mg]Br)C.[CH2:14]([O:21][C:22]([N:24]1[CH2:28][CH2:27][CH2:26][C@H:25]1[C:29](Cl)=[O:30])=[O:23])[C:15]1[CH:20]=[CH:19][CH:18]=[CH:17][CH:16]=1. (3) The reactants are: C(OC(=O)[NH:7][C@H:8]1[CH2:13][CH2:12][C@H:11]([N:14]2[CH2:19][CH2:18][O:17][CH2:16][CH2:15]2)[CH2:10][CH2:9]1)(C)(C)C.[ClH:21]. Given the product [ClH:21].[ClH:21].[O:17]1[CH2:16][CH2:15][N:14]([C@H:11]2[CH2:10][CH2:9][C@H:8]([NH2:7])[CH2:13][CH2:12]2)[CH2:19][CH2:18]1, predict the reactants needed to synthesize it. (4) Given the product [Br:8][CH2:9][CH2:10][CH2:11][NH:12][C:4](=[O:5])[CH2:3][C:2]([CH3:1])=[O:6], predict the reactants needed to synthesize it. The reactants are: [CH2:1]=[C:2]1[O:6][C:4](=[O:5])[CH2:3]1.Br.[Br:8][CH2:9][CH2:10][CH2:11][NH2:12].C(N(CC)CC)C. (5) Given the product [Cl:41][C:34]1[CH:35]=[C:36]([O:18][CH3:17])[CH:37]=[CH:38][C:33]=1[CH2:32][C:31]([C:13]1[C:2]([F:1])=[CH:3][C:4]2[O:9][CH2:8][C:7](=[O:10])[N:6]([CH3:11])[C:5]=2[CH:12]=1)=[O:42], predict the reactants needed to synthesize it. The reactants are: [F:1][C:2]1[C:13](C(O)=O)=[CH:12][C:5]2[N:6]([CH3:11])[C:7](=[O:10])[CH2:8][O:9][C:4]=2[CH:3]=1.[C:17](N1C=CN=C1)(N1C=CN=C1)=[O:18].CO[C:31](=[O:42])[CH2:32][C:33]1[CH:38]=[C:37](OC)[CH:36]=[CH:35][C:34]=1[Cl:41].[H-].[Na+].[Cl-].[NH4+]. (6) Given the product [C:1]([O:4][C:5]1[C:22]([O:23][CH3:24])=[CH:21][C:20]2[C@@H:19]3[C@H:10]([C@H:11]4[C@@:15]([CH2:17][CH2:18]3)([CH3:16])[CH:14]([O:25][C:26](=[O:28])[CH3:27])[CH2:13][CH2:12]4)[CH2:9][C:8](=[O:31])[C:7]=2[CH:6]=1)(=[O:3])[CH3:2], predict the reactants needed to synthesize it. The reactants are: [C:1]([O:4][C:5]1[C:22]([O:23][CH3:24])=[CH:21][C:20]2[C@@H:19]3[C@H:10]([C@H:11]4[C@@:15]([CH2:17][CH2:18]3)([CH3:16])[CH:14]([O:25][C:26](=[O:28])[CH3:27])[CH2:13][CH2:12]4)[CH2:9][CH2:8][C:7]=2[CH:6]=1)(=[O:3])[CH3:2].C(O)(=[O:31])C. (7) Given the product [CH2:20]([NH:1][C:2]1[CH:3]=[C:4]([CH:17]=[CH:18][CH:19]=1)[C:5]([C:7]1[CH:15]=[C:14]2[C:10]([CH2:11][C:12](=[O:16])[NH:13]2)=[CH:9][CH:8]=1)=[O:6])[C:21]1[CH:26]=[CH:25][CH:24]=[CH:23][CH:22]=1, predict the reactants needed to synthesize it. The reactants are: [NH2:1][C:2]1[CH:3]=[C:4]([CH:17]=[CH:18][CH:19]=1)[C:5]([C:7]1[CH:15]=[C:14]2[C:10]([CH2:11][C:12](=[O:16])[NH:13]2)=[CH:9][CH:8]=1)=[O:6].[CH:20](=O)[C:21]1[CH:26]=[CH:25][CH:24]=[CH:23][CH:22]=1.C([BH3-])#N.[Na+].C1COCC1. (8) The reactants are: [CH3:1][C:2]([CH3:4])=[O:3].C([C:8]1[C:9]([Cl:34])=[N:10][C:11]2[N:12]([N:31]=[CH:32][CH:33]=2)[C:13]=1[N:14]([C:22]1[CH:27]=[CH:26][C:25]([O:28][CH2:29][CH3:30])=[CH:24][CH:23]=1)[C:15](=[O:21])[O:16][C:17]([CH3:20])([CH3:19])[CH3:18])C=C.C[N+]1([O-])CC[O:39]CC1.S([O-])([O-])=O.[Na+].[Na+]. Given the product [Cl:34][C:9]1[C:8]([CH2:1][CH:2]([OH:3])[CH2:4][OH:39])=[C:13]([N:14]([C:22]2[CH:27]=[CH:26][C:25]([O:28][CH2:29][CH3:30])=[CH:24][CH:23]=2)[C:15](=[O:21])[O:16][C:17]([CH3:20])([CH3:19])[CH3:18])[N:12]2[N:31]=[CH:32][CH:33]=[C:11]2[N:10]=1, predict the reactants needed to synthesize it.